From a dataset of Reaction yield outcomes from USPTO patents with 853,638 reactions. Predict the reaction yield, written as a fraction of the theoretical maximum amount of product (1.0 means a 100% yield; for example, 0.34 means a 34% yield). (1) The reactants are [CH:1]([C:4]1[CH:10]=[CH:9][C:7]([NH2:8])=[CH:6][CH:5]=1)([CH3:3])[CH3:2].C(N(CC)CC)C.[C:18](OC(=O)C)(=[O:20])[CH3:19].O. The catalyst is ClCCl. The product is [CH:1]([C:4]1[CH:10]=[CH:9][C:7]([NH:8][C:18](=[O:20])[CH3:19])=[CH:6][CH:5]=1)([CH3:3])[CH3:2]. The yield is 0.950. (2) The reactants are [CH3:1][C:2]1[CH:3]=[C:4]([CH:24]=[CH:25][C:26]=1[CH3:27])[CH2:5][N:6]1[CH2:10][CH:9]([CH2:11][CH2:12][OH:13])[N:8]([CH2:14][C:15]2[CH:20]=[CH:19][C:18]([O:21][CH3:22])=[CH:17][CH:16]=2)[C:7]1=[O:23].N1C=CC=CC=1.[C:34]1([CH3:54])[CH:39]=[CH:38][C:37]([S:40](O[S:40]([C:37]2[CH:38]=[CH:39][C:34]([CH3:54])=[CH:35][CH:36]=2)(=[O:42])=[O:41])(=[O:42])=[O:41])=[CH:36][CH:35]=1.N#N. The catalyst is C(Cl)Cl. The product is [CH3:1][C:2]1[CH:3]=[C:4]([CH:24]=[CH:25][C:26]=1[CH3:27])[CH2:5][N:6]1[CH2:10][CH:9]([CH2:11][CH2:12][O:13][S:40]([C:37]2[CH:38]=[CH:39][C:34]([CH3:54])=[CH:35][CH:36]=2)(=[O:42])=[O:41])[N:8]([CH2:14][C:15]2[CH:20]=[CH:19][C:18]([O:21][CH3:22])=[CH:17][CH:16]=2)[C:7]1=[O:23]. The yield is 0.960.